Dataset: NCI-60 drug combinations with 297,098 pairs across 59 cell lines. Task: Regression. Given two drug SMILES strings and cell line genomic features, predict the synergy score measuring deviation from expected non-interaction effect. (1) Drug 1: CC1C(C(=O)NC(C(=O)N2CCCC2C(=O)N(CC(=O)N(C(C(=O)O1)C(C)C)C)C)C(C)C)NC(=O)C3=C4C(=C(C=C3)C)OC5=C(C(=O)C(=C(C5=N4)C(=O)NC6C(OC(=O)C(N(C(=O)CN(C(=O)C7CCCN7C(=O)C(NC6=O)C(C)C)C)C)C(C)C)C)N)C. Drug 2: CCC1=C2CN3C(=CC4=C(C3=O)COC(=O)C4(CC)O)C2=NC5=C1C=C(C=C5)O. Cell line: K-562. Synergy scores: CSS=34.3, Synergy_ZIP=5.50, Synergy_Bliss=11.2, Synergy_Loewe=1.20, Synergy_HSA=6.19. (2) Drug 1: CC1=C2C(C(=O)C3(C(CC4C(C3C(C(C2(C)C)(CC1OC(=O)C(C(C5=CC=CC=C5)NC(=O)OC(C)(C)C)O)O)OC(=O)C6=CC=CC=C6)(CO4)OC(=O)C)O)C)O. Drug 2: C1C(C(OC1N2C=NC(=NC2=O)N)CO)O. Cell line: HL-60(TB). Synergy scores: CSS=44.0, Synergy_ZIP=11.2, Synergy_Bliss=14.1, Synergy_Loewe=-27.4, Synergy_HSA=11.1. (3) Drug 1: CN(CCCl)CCCl.Cl. Drug 2: CS(=O)(=O)OCCCCOS(=O)(=O)C. Cell line: K-562. Synergy scores: CSS=18.0, Synergy_ZIP=-6.32, Synergy_Bliss=-0.0970, Synergy_Loewe=-0.471, Synergy_HSA=-0.433. (4) Drug 1: C1=CN(C(=O)N=C1N)C2C(C(C(O2)CO)O)O.Cl. Synergy scores: CSS=4.59, Synergy_ZIP=-5.81, Synergy_Bliss=-3.01, Synergy_Loewe=-18.9, Synergy_HSA=-5.88. Cell line: SF-539. Drug 2: C1C(C(OC1N2C=NC3=C2NC=NCC3O)CO)O. (5) Drug 1: C1CCC(C1)C(CC#N)N2C=C(C=N2)C3=C4C=CNC4=NC=N3. Drug 2: CS(=O)(=O)OCCCCOS(=O)(=O)C. Cell line: SNB-75. Synergy scores: CSS=-2.27, Synergy_ZIP=1.05, Synergy_Bliss=0.160, Synergy_Loewe=-3.95, Synergy_HSA=-3.45. (6) Drug 1: CC(CN1CC(=O)NC(=O)C1)N2CC(=O)NC(=O)C2. Drug 2: CC1=C(C=C(C=C1)C(=O)NC2=CC(=CC(=C2)C(F)(F)F)N3C=C(N=C3)C)NC4=NC=CC(=N4)C5=CN=CC=C5. Cell line: SF-268. Synergy scores: CSS=9.96, Synergy_ZIP=-2.37, Synergy_Bliss=1.86, Synergy_Loewe=-0.435, Synergy_HSA=-0.0317. (7) Cell line: MCF7. Drug 1: CNC(=O)C1=CC=CC=C1SC2=CC3=C(C=C2)C(=NN3)C=CC4=CC=CC=N4. Synergy scores: CSS=26.1, Synergy_ZIP=1.47, Synergy_Bliss=7.66, Synergy_Loewe=5.79, Synergy_HSA=8.07. Drug 2: CN1C2=C(C=C(C=C2)N(CCCl)CCCl)N=C1CCCC(=O)O.Cl. (8) Drug 1: CC1OCC2C(O1)C(C(C(O2)OC3C4COC(=O)C4C(C5=CC6=C(C=C35)OCO6)C7=CC(=C(C(=C7)OC)O)OC)O)O. Drug 2: CC1CCC2CC(C(=CC=CC=CC(CC(C(=O)C(C(C(=CC(C(=O)CC(OC(=O)C3CCCCN3C(=O)C(=O)C1(O2)O)C(C)CC4CCC(C(C4)OC)OCCO)C)C)O)OC)C)C)C)OC. Cell line: MDA-MB-435. Synergy scores: CSS=8.91, Synergy_ZIP=-5.44, Synergy_Bliss=-3.50, Synergy_Loewe=-10.0, Synergy_HSA=-4.83. (9) Drug 1: CS(=O)(=O)C1=CC(=C(C=C1)C(=O)NC2=CC(=C(C=C2)Cl)C3=CC=CC=N3)Cl. Drug 2: C1=CN(C=N1)CC(O)(P(=O)(O)O)P(=O)(O)O. Cell line: NCI-H322M. Synergy scores: CSS=10.4, Synergy_ZIP=-2.92, Synergy_Bliss=2.47, Synergy_Loewe=-8.67, Synergy_HSA=2.36. (10) Drug 1: COC1=CC(=CC(=C1O)OC)C2C3C(COC3=O)C(C4=CC5=C(C=C24)OCO5)OC6C(C(C7C(O6)COC(O7)C8=CC=CS8)O)O. Drug 2: CC1=C(C(CCC1)(C)C)C=CC(=CC=CC(=CC(=O)O)C)C. Cell line: SF-268. Synergy scores: CSS=13.7, Synergy_ZIP=4.09, Synergy_Bliss=4.91, Synergy_Loewe=-21.8, Synergy_HSA=-0.134.